This data is from Forward reaction prediction with 1.9M reactions from USPTO patents (1976-2016). The task is: Predict the product of the given reaction. (1) Given the reactants N1C=CC=CC=1.[Br:7][C:8]1[CH:13]=[CH:12][N:11]=[C:10]([NH2:14])[CH:9]=1.[CH:15]1([C:18](Cl)=[O:19])[CH2:17][CH2:16]1.O, predict the reaction product. The product is: [Br:7][C:8]1[CH:13]=[CH:12][N:11]=[C:10]([NH:14][C:18]([CH:15]2[CH2:17][CH2:16]2)=[O:19])[CH:9]=1. (2) Given the reactants [C:1]([O:5][C:6](=[O:28])[NH:7][CH2:8][C@H:9]1[CH2:14][CH2:13][C@H:12]([NH:15][C:16]2[C:21]([N+:22]([O-])=O)=[CH:20][N:19]=[C:18]3[CH:25]=[CH:26][S:27][C:17]=23)[CH2:11][CH2:10]1)([CH3:4])([CH3:3])[CH3:2].[H][H], predict the reaction product. The product is: [C:1]([O:5][C:6](=[O:28])[NH:7][CH2:8][C@H:9]1[CH2:10][CH2:11][C@H:12]([NH:15][C:16]2[C:21]([NH2:22])=[CH:20][N:19]=[C:18]3[CH:25]=[CH:26][S:27][C:17]=23)[CH2:13][CH2:14]1)([CH3:4])([CH3:2])[CH3:3]. (3) Given the reactants FC(F)(F)C(O)=O.C(OC(=O)[NH:14][CH2:15][C:16]1[CH:21]=[CH:20][CH:19]=[C:18]([CH2:22][OH:23])[CH:17]=1)(C)(C)C, predict the reaction product. The product is: [NH2:14][CH2:15][C:16]1[CH:17]=[C:18]([CH2:22][OH:23])[CH:19]=[CH:20][CH:21]=1. (4) Given the reactants [CH3:1][C:2]1[CH:7]=[CH:6][N:5]=[C:4]([NH2:8])[CH:3]=1.C1C(=O)N([I:16])C(=O)C1, predict the reaction product. The product is: [I:16][C:7]1[C:2]([CH3:1])=[CH:3][C:4]([NH2:8])=[N:5][CH:6]=1. (5) Given the reactants [NH2:1][C:2]1([C:5]([NH:7][CH2:8][C:9]2[CH:14]=[CH:13][C:12]([NH:15][C:16]3[CH:21]=[CH:20][C:19]([F:22])=[CH:18][C:17]=3[C:23]([F:26])([F:25])[F:24])=[CH:11][CH:10]=2)=[O:6])[CH2:4][CH2:3]1.[S:27]1[C:31]([C:32](O)=[O:33])=[CH:30][N:29]=[CH:28]1, predict the reaction product. The product is: [F:22][C:19]1[CH:20]=[CH:21][C:16]([NH:15][C:12]2[CH:11]=[CH:10][C:9]([CH2:8][NH:7][C:5]([C:2]3([NH:1][C:32]([C:31]4[S:27][CH:28]=[N:29][CH:30]=4)=[O:33])[CH2:3][CH2:4]3)=[O:6])=[CH:14][CH:13]=2)=[C:17]([C:23]([F:26])([F:24])[F:25])[CH:18]=1.